This data is from Full USPTO retrosynthesis dataset with 1.9M reactions from patents (1976-2016). The task is: Predict the reactants needed to synthesize the given product. The reactants are: CC1(C)C(C)(C)OB([C:9]2[CH:10]=[C:11]3[CH:17]=[CH:16][NH:15][C:12]3=[N:13][CH:14]=2)O1.Cl[C:20]1[N:25]=[C:24]([N:26]2[CH2:31][CH2:30][NH:29][C:28](=[O:32])[CH2:27]2)[CH:23]=[N:22][CH:21]=1.C([O-])([O-])=O.[Cs+].[Cs+]. Given the product [NH:15]1[C:12]2=[N:13][CH:14]=[C:9]([C:20]3[N:25]=[C:24]([N:26]4[CH2:31][CH2:30][NH:29][C:28](=[O:32])[CH2:27]4)[CH:23]=[N:22][CH:21]=3)[CH:10]=[C:11]2[CH:17]=[CH:16]1, predict the reactants needed to synthesize it.